Dataset: Experimentally validated miRNA-target interactions with 360,000+ pairs, plus equal number of negative samples. Task: Binary Classification. Given a miRNA mature sequence and a target amino acid sequence, predict their likelihood of interaction. (1) The miRNA is cel-miR-60-3p with sequence UAUUAUGCACAUUUUCUAGUUCA. The protein sequence of the target gene is MAELQQLRVQEAVESMVKSLERENIRKMQGLMFRCSASCCEDSQASMKQVHQCIERCHVPLAQAQALVTSELEKFQDRLARCTMHCNDKAKDSIDAGSKELQVKQQLDSCVTKCVDDHMHLIPTMTKKMKEALLSIGK. Result: 0 (no interaction). (2) The miRNA is hsa-miR-3689b-3p with sequence CUGGGAGGUGUGAUAUUGUGGU. The protein sequence of the target gene is MTSCHIAEEHIQKVAIFGGTHGNELTGVFLVKHWLENGAEIQRTGLEVKPFITNPRAVKKCTRYIDCDLNRIFDLENLGKKMSEDLPYEVRRAQEINHLFGPKDSEDSYDIIFDLHNTTSNMGCTLILEDSRNNFLIQMFHYIKTSLAPLPCYVYLIEHPSLKYATTRSIAKYPVGIEVGPQPQGVLRADILDQMRKMIKHALDFIHHFNEGKEFPPCAIEVYKIIEKVDYPRDENGEIAAIIHPNLQDQDWKPLHPGDPMFLTLDGKTIPLGGDCTVYPVFVNEAAYYEKKEAFAKTTK.... Result: 1 (interaction). (3) The miRNA is hsa-miR-484 with sequence UCAGGCUCAGUCCCCUCCCGAU. The protein sequence of the target gene is MGIQGLLQFIKEASEPIHVRKYKGQVVAVDTYCWLHKGAIACAEKLAKGEPTDRYVGFCMKFVNMLLSHGIKPILVFDGCTLPSKKEVERSRRERRQANLLKGKQLLREGKVSEARECFTRSINITHAMAHKVIKAARSQGVDCLVAPYEADAQLAYLNKAGIVQAIITEDSDLLAFGCKKVILKMDQFGNGLEIDQARLGMCRQLGDVFTEEKFRYMCILSGCDYLSSLRGIGLAKACKVLRLANNPDIVKVIKKIGHYLKMNITVPEDYINGFIRANNTFLYQLVFDPIKRKLIPLNA.... Result: 0 (no interaction). (4) The miRNA is hsa-miR-3156-5p with sequence AAAGAUCUGGAAGUGGGAGACA. The protein sequence of the target gene is MTDGILGKAATMEIPIHGNGEARQLPEDDGLEQDLQQVMVSGPNLNETSIVSGGYGGSGDGLIPTGSGRHPSHSTTPSGPGDEVARGIAGEKFDIVKKWGINTYKCTKQLLSERFGRGSRTVDLELELQIELLRETKRKYESVLQLGRALTAHLYSLLQTQHALGDAFADLSQKSPELQEEFGYNAETQKLLCKNGETLLGAVNFFVSSINTLVTKTMEDTLMTVKQYEAARLEYDAYRTDLEELSLGPRDAGTRGRLESAQATFQAHRDKYEKLRGDVAIKLKFLEENKIKVMHKQLLL.... Result: 0 (no interaction). (5) The miRNA is mmu-miR-7000-3p with sequence CACCCACCUGCCUGUCCUCCAG. The protein sequence of the target gene is MAGARSRDPWGASGICYLFGSLLVELLFSRAVAFNLDVMGALRKEGEPGSLFGFSVALHRQLQPRPQSWLLVGAPQALALPGQQANRTGGLFACPLSLEETDCYRVDIDQGADMQKESKENQWLGVSVRSQGPGGKIVTCAHRYEARQRVDQILETRDMIGRCFVLSQDLAIRDELDGGEWKFCEGRPQGHEQFGFCQQGTAAAFSPDSHYLLFGAPGTYNWKGTARVELCAQGSADLAHLDDGPYEAGGEKEQDPRLIPVPANSYFGLLFVTNIDSSDPDQLVYKTLDPADRLPGPAGD.... Result: 0 (no interaction).